Dataset: Reaction yield outcomes from USPTO patents with 853,638 reactions. Task: Predict the reaction yield, written as a fraction of the theoretical maximum amount of product (1.0 means a 100% yield; for example, 0.34 means a 34% yield). (1) The catalyst is C1COCC1. The product is [Br:1][C:2]1[CH:3]=[C:4]([S:8]([NH:16][CH2:15][CH2:14][O:13][CH3:12])(=[O:10])=[O:9])[CH:5]=[N:6][CH:7]=1. The yield is 0.270. The reactants are [Br:1][C:2]1[CH:3]=[C:4]([S:8](Cl)(=[O:10])=[O:9])[CH:5]=[N:6][CH:7]=1.[CH3:12][O:13][CH2:14][CH2:15][NH2:16]. (2) The reactants are FC(F)(F)C1C=CC(CBr)=CC=1.Cl.Cl[CH2:15][C:16]1[N:17]=[C:18]([CH3:21])[S:19][CH:20]=1.[CH3:22][C:23]1[N:24]=[C:25]([N:38]2[C:42](=[O:43])[NH:41][N:40]=[CH:39]2)[S:26][C:27]=1[C:28]([NH:30][CH2:31][C:32]1[CH:33]=[N:34][CH:35]=[CH:36][CH:37]=1)=[O:29]. No catalyst specified. The product is [CH3:22][C:23]1[N:24]=[C:25]([N:38]2[C:42](=[O:43])[N:41]([CH2:15][C:16]3[N:17]=[C:18]([CH3:21])[S:19][CH:20]=3)[N:40]=[CH:39]2)[S:26][C:27]=1[C:28]([NH:30][CH2:31][C:32]1[CH:33]=[N:34][CH:35]=[CH:36][CH:37]=1)=[O:29]. The yield is 0.340. (3) The reactants are C(OC(=O)[N:7]([CH2:16][CH2:17][CH2:18][CH2:19][C:20]1[N:21]([CH2:25][C@:26]([C:30]2[CH:35]=[CH:34][C:33]([F:36])=[C:32]([O:37][CH2:38][CH:39]3[CH2:41][CH2:40]3)[CH:31]=2)([OH:29])[CH2:27][CH3:28])[N:22]=[N:23][CH:24]=1)[CH:8]1[CH2:13][CH2:12][C:11](=[O:14])[NH:10][C:9]1=[O:15])(C)(C)C.Cl. The catalyst is C(Cl)Cl.C(OCC)C. The product is [CH:39]1([CH2:38][O:37][C:32]2[CH:31]=[C:30]([C@@:26]([OH:29])([CH2:27][CH3:28])[CH2:25][N:21]3[C:20]([CH2:19][CH2:18][CH2:17][CH2:16][NH:7][CH:8]4[CH2:13][CH2:12][C:11](=[O:14])[NH:10][C:9]4=[O:15])=[CH:24][N:23]=[N:22]3)[CH:35]=[CH:34][C:33]=2[F:36])[CH2:40][CH2:41]1. The yield is 0.540.